Task: Predict the reaction yield, written as a fraction of the theoretical maximum amount of product (1.0 means a 100% yield; for example, 0.34 means a 34% yield).. Dataset: Reaction yield outcomes from USPTO patents with 853,638 reactions The reactants are C([O:8][C:9]1[CH:36]=[CH:35][C:12]2[NH:13][C:14]([C:19]3[C:20](=[O:34])[C:21]([CH3:33])([CH2:30][CH2:31][CH3:32])[C:22]4[C:27]([C:28]=3[OH:29])=[CH:26][CH:25]=[CH:24][CH:23]=4)=[N:15][S:16](=[O:18])(=[O:17])[C:11]=2[CH:10]=1)C1C=CC=CC=1. The catalyst is O1CCCC1.[Pd]. The product is [OH:29][C:28]1[C:27]2[C:22](=[CH:23][CH:24]=[CH:25][CH:26]=2)[C:21]([CH3:33])([CH2:30][CH2:31][CH3:32])[C:20](=[O:34])[C:19]=1[C:14]1[NH:13][C:12]2[CH:35]=[CH:36][C:9]([OH:8])=[CH:10][C:11]=2[S:16](=[O:17])(=[O:18])[N:15]=1. The yield is 0.620.